Dataset: Catalyst prediction with 721,799 reactions and 888 catalyst types from USPTO. Task: Predict which catalyst facilitates the given reaction. (1) Reactant: [NH2:1][C:2]1[CH:10]=[CH:9][CH:8]=[C:7]2[C:3]=1[CH:4]=[CH:5][NH:6]2.[CH3:11][O:12][C:13]1[CH:14]=[C:15]([CH2:19][C:20](O)=[O:21])[CH:16]=[CH:17][CH:18]=1.CCN=C=NCCCN(C)C.Cl. Product: [NH:6]1[C:7]2[C:3](=[C:2]([NH:1][C:20](=[O:21])[CH2:19][C:15]3[CH:16]=[CH:17][CH:18]=[C:13]([O:12][CH3:11])[CH:14]=3)[CH:10]=[CH:9][CH:8]=2)[CH:4]=[CH:5]1. The catalyst class is: 594. (2) The catalyst class is: 54. Product: [C:1]([C:3]1[C:16](=[O:17])[C@@H:15]([CH3:18])[C@@H:6]2[CH2:7][CH2:8][C:9]3[CH:10]=[N:11][CH:12]=[N:13][C:14]=3[C@@:5]2([C:19]2[CH:20]=[CH:21][C:22]([C:23]([OH:25])=[O:24])=[CH:27][CH:28]=2)[CH:4]=1)#[N:2]. Reactant: [C:1]([C:3]1[C:16](=[O:17])[C@@H:15]([CH3:18])[C@@H:6]2[CH2:7][CH2:8][C:9]3[CH:10]=[N:11][CH:12]=[N:13][C:14]=3[C@@:5]2([C:19]2[CH:28]=[CH:27][C:22]([C:23]([O:25]C)=[O:24])=[CH:21][CH:20]=2)[CH:4]=1)#[N:2].O.O.[OH-].[Li+].Cl. (3) Reactant: [C:1](Cl)(=[O:10])[CH:2]=[CH:3][C:4]1[CH:9]=[CH:8][CH:7]=[CH:6][CH:5]=1.[OH:12][C@@H:13]1[C:18]2=[C:19]3[C:28](=[C:29]([O:31][CH3:32])[CH:30]=[C:17]2[O:16][C:15]([CH3:40])([CH3:39])[C@@H:14]1[OH:41])[C:27](=[O:33])[C:26]1[C:21](=[CH:22][CH:23]=[C:24]2[CH:37]=[CH:36][CH:35]=[CH:34][C:25]2=1)[N:20]3[CH3:38]. Product: [C:4]1(/[CH:3]=[CH:2]/[C:1]([O:41][CH:14]2[C:15]([CH3:39])([CH3:40])[O:16][C:17]3[C:18](=[C:19]4[C:28](=[C:29]([O:31][CH3:32])[CH:30]=3)[C:27](=[O:33])[C:26]3[C:21](=[CH:22][CH:23]=[C:24]5[CH:37]=[CH:36][CH:35]=[CH:34][C:25]5=3)[N:20]4[CH3:38])[CH:13]2[OH:12])=[O:10])[CH:9]=[CH:8][CH:7]=[CH:6][CH:5]=1. The catalyst class is: 17. (4) Reactant: C[Al](C)C.[F:5][C:6]1[CH:7]=[C:8]([CH:11]=[CH:12][CH:13]=1)[CH2:9][NH2:10].C([O:18][C:19](=O)[NH:20][C:21]1[S:22][C:23]([F:36])=[C:24]([CH2:26][S:27][C:28]2[CH:33]=[CH:32][C:31]([O:34][CH3:35])=[CH:30][CH:29]=2)[N:25]=1)(C)(C)C.[OH-].[Na+]. Product: [F:5][C:6]1[CH:7]=[C:8]([CH:11]=[CH:12][CH:13]=1)[CH2:9][NH:10][C:19]([NH:20][C:21]1[S:22][C:23]([F:36])=[C:24]([CH2:26][S:27][C:28]2[CH:33]=[CH:32][C:31]([O:34][CH3:35])=[CH:30][CH:29]=2)[N:25]=1)=[O:18]. The catalyst class is: 93.